From a dataset of Forward reaction prediction with 1.9M reactions from USPTO patents (1976-2016). Predict the product of the given reaction. (1) Given the reactants [F:1][C:2]1[CH:15]=[C:14]([N+:16]([O-:18])=[O:17])[CH:13]=[CH:12][C:3]=1[O:4][C:5]1[CH:10]=[CH:9][N:8]=[C:7]([NH2:11])[CH:6]=1.[CH2:19]([N:21]([CH2:24]C)[CH2:22][CH3:23])[CH3:20].ClC([O:29][C:30]1C=CC=CC=1)=O.C[N:37]1CCNCC1, predict the reaction product. The product is: [F:1][C:2]1[CH:15]=[C:14]([N+:16]([O-:18])=[O:17])[CH:13]=[CH:12][C:3]=1[O:4][C:5]1[CH:10]=[CH:9][N:8]=[C:7]([NH:11][C:30]([N:37]2[CH2:23][CH2:22][N:21]([CH3:24])[CH2:19][CH2:20]2)=[O:29])[CH:6]=1. (2) The product is: [NH:44]([C:37]([O:39][C:40]([CH3:43])([CH3:42])[CH3:41])=[O:38])[C@@H:45]([C:50]([NH:13][C@H:12]([C:11]([O:10][CH3:9])=[O:15])[CH3:14])=[O:51])[CH2:46][CH2:47][S:48][CH3:49]. Given the reactants CN1CCOCC1.Cl.[CH3:9][O:10][C:11](=[O:15])[C@H:12]([CH3:14])[NH2:13].C1C=CC2N(O)N=NC=2C=1.CN(C)CCCN=C=NCC.[C:37]([NH:44][C@@H:45]([C:50](O)=[O:51])[CH2:46][CH2:47][S:48][CH3:49])([O:39][C:40]([CH3:43])([CH3:42])[CH3:41])=[O:38], predict the reaction product. (3) Given the reactants [C:1]([C:3]1[CH:27]=[CH:26][C:6]([O:7][C:8]2[CH:9]=[C:10]([CH:14]=[C:15]([O:17][CH2:18][CH2:19][C:20]3[CH:25]=[CH:24][CH:23]=[CH:22][CH:21]=3)[CH:16]=2)[C:11](O)=[O:12])=[CH:5][CH:4]=1)#[N:2].[C:28]([O:32][C:33](=[O:43])[NH:34][CH2:35][CH2:36][CH:37]1[CH2:42][CH2:41][NH:40][CH2:39][CH2:38]1)([CH3:31])([CH3:30])[CH3:29], predict the reaction product. The product is: [C:28]([O:32][C:33](=[O:43])[NH:34][CH2:35][CH2:36][CH:37]1[CH2:38][CH2:39][N:40]([C:11](=[O:12])[C:10]2[CH:14]=[C:15]([O:17][CH2:18][CH2:19][C:20]3[CH:25]=[CH:24][CH:23]=[CH:22][CH:21]=3)[CH:16]=[C:8]([O:7][C:6]3[CH:26]=[CH:27][C:3]([C:1]#[N:2])=[CH:4][CH:5]=3)[CH:9]=2)[CH2:41][CH2:42]1)([CH3:31])([CH3:29])[CH3:30]. (4) Given the reactants [NH:1]1[C:9]2[C:4](=[CH:5][CH:6]=[CH:7][CH:8]=2)[CH2:3][C:2]1=[O:10].[CH3:11][O:12][C:13]1[CH:14]=[CH:15][C:16]([O:21][CH2:22][CH2:23][N:24]2[CH2:29][CH2:28][O:27][CH2:26][CH2:25]2)=[C:17]([CH:20]=1)[CH:18]=O.N1CCCCC1, predict the reaction product. The product is: [CH3:11][O:12][C:13]1[CH:14]=[CH:15][C:16]([O:21][CH2:22][CH2:23][N:24]2[CH2:25][CH2:26][O:27][CH2:28][CH2:29]2)=[C:17]([CH:20]=1)[CH:18]=[C:3]1[C:4]2[C:9](=[CH:8][CH:7]=[CH:6][CH:5]=2)[NH:1][C:2]1=[O:10].